This data is from Forward reaction prediction with 1.9M reactions from USPTO patents (1976-2016). The task is: Predict the product of the given reaction. (1) Given the reactants Br[C:2]1[CH:7]=[CH:6][C:5]([F:8])=[CH:4][C:3]=1[C:9]1([NH2:12])[CH2:11][CH2:10]1.CCN(C(C)C)C(C)C.C[CH2:23][O:24]C(C)=O, predict the reaction product. The product is: [F:8][C:5]1[CH:4]=[C:3]2[C:2]([C:23](=[O:24])[NH:12][C:9]32[CH2:11][CH2:10]3)=[CH:7][CH:6]=1. (2) Given the reactants [CH2:1]([O:3][C:4](=[O:15])[C:5](=[CH:11]OCC)[C:6]([O:8][CH2:9][CH3:10])=[O:7])[CH3:2].[NH2:16][C:17]1[CH:22]=[CH:21][CH:20]=[CH:19][CH:18]=1, predict the reaction product. The product is: [CH2:9]([O:8][C:6](=[O:7])[C:5](=[CH:11][NH:16][C:17]1[CH:22]=[CH:21][CH:20]=[CH:19][CH:18]=1)[C:4]([O:3][CH2:1][CH3:2])=[O:15])[CH3:10]. (3) Given the reactants Cl[C:2]1[CH:24]=[CH:23][C:5]([C:6]([NH:8][C:9]2[CH:14]=[CH:13][CH:12]=[CH:11][C:10]=2[NH:15][C:16](=[O:22])[O:17][C:18]([CH3:21])([CH3:20])[CH3:19])=[O:7])=[CH:4][N:3]=1.[NH2:25][C@H:26]1[CH2:30][CH2:29][NH:28][CH2:27]1, predict the reaction product. The product is: [NH2:25][C@H:26]1[CH2:30][CH2:29][N:28]([C:2]2[CH:24]=[CH:23][C:5]([C:6]([NH:8][C:9]3[CH:14]=[CH:13][CH:12]=[CH:11][C:10]=3[NH:15][C:16](=[O:22])[O:17][C:18]([CH3:21])([CH3:20])[CH3:19])=[O:7])=[CH:4][N:3]=2)[CH2:27]1. (4) Given the reactants [CH2:1]([O:8][C:9]([N:11]1[CH2:15][CH2:14][CH2:13][CH:12]1[C:16]([O:18][CH2:19][CH3:20])=[NH:17])=[O:10])[C:2]1[CH:7]=[CH:6][CH:5]=[CH:4][CH:3]=1.N[C:22]1[C:27](O)=CC=[CH:24][N:23]=1, predict the reaction product. The product is: [CH2:1]([O:8][C:9]([N:11]1[CH2:15][CH2:14][CH2:13][CH:12]1[C:16]1[O:18][C:19]2[C:24]([N:17]=1)=[N:23][CH:22]=[CH:27][CH:20]=2)=[O:10])[C:2]1[CH:3]=[CH:4][CH:5]=[CH:6][CH:7]=1. (5) Given the reactants [NH2:1][C:2]1[C:11]2[C:6](=[C:7](Br)[CH:8]=[CH:9][CH:10]=2)[N:5]=[N:4][C:3]=1[C:13]([NH:15][CH2:16][CH2:17][CH3:18])=[O:14].[CH3:19][O:20][C:21]1[CH:26]=[CH:25][C:24]([Cl:27])=[CH:23][C:22]=1B(O)O, predict the reaction product. The product is: [NH2:1][C:2]1[C:11]2[C:6](=[C:7]([C:26]3[CH:25]=[C:24]([Cl:27])[CH:23]=[CH:22][C:21]=3[O:20][CH3:19])[CH:8]=[CH:9][CH:10]=2)[N:5]=[N:4][C:3]=1[C:13]([NH:15][CH2:16][CH2:17][CH3:18])=[O:14]. (6) The product is: [CH3:8][S:9]([O:12][CH2:13][C:14]1[CH:19]=[CH:18][CH:17]=[C:16]([O:20][CH2:21][CH2:22][CH2:23][CH2:24][CH2:25][CH2:26][CH2:27][CH2:28][CH2:29][CH3:30])[CH:15]=1)(=[O:11])=[O:10]. Given the reactants C(N(CC)CC)C.[CH3:8][S:9]([O:12][CH2:13][C:14]1[CH:19]=[CH:18][CH:17]=[C:16]([O:20][CH2:21][CH2:22][CH2:23][CH2:24][CH2:25][CH2:26][CH2:27][CH2:28][CH2:29][CH3:30])[CH:15]=1)(=[O:11])=[O:10].C(OC1C=C(CN)C=CC=1)CCCCCCCCC.CS(Cl)(=O)=O.O, predict the reaction product. (7) Given the reactants [C:1]1([C@H:7]([CH3:12])[CH2:8][C:9]([OH:11])=[O:10])[CH:6]=[CH:5][CH:4]=[CH:3][CH:2]=1.S(=O)(=O)(O)O.[N+:18]([O-])([OH:20])=[O:19], predict the reaction product. The product is: [N+:18]([C:4]1[CH:5]=[CH:6][C:1]([C@H:7]([CH3:12])[CH2:8][C:9]([OH:11])=[O:10])=[CH:2][CH:3]=1)([O-:20])=[O:19].